From a dataset of Full USPTO retrosynthesis dataset with 1.9M reactions from patents (1976-2016). Predict the reactants needed to synthesize the given product. (1) Given the product [F:27][C:28]1[CH:33]=[CH:32][C:31]([F:34])=[CH:30][C:29]=1[C:10]1[CH2:9][N:8]([C:20]([O:22][C:23]([CH3:24])([CH3:25])[CH3:26])=[O:21])[C@H:7]([C:1]2[CH:2]=[CH:3][CH:4]=[CH:5][CH:6]=2)[CH:11]=1, predict the reactants needed to synthesize it. The reactants are: [C:1]1([C@@H:7]2[CH:11]=[C:10](OS(C(F)(F)F)(=O)=O)[CH2:9][N:8]2[C:20]([O:22][C:23]([CH3:26])([CH3:25])[CH3:24])=[O:21])[CH:6]=[CH:5][CH:4]=[CH:3][CH:2]=1.[F:27][C:28]1[CH:33]=[CH:32][C:31]([F:34])=[CH:30][C:29]=1B(O)O.C([O-])([O-])=O.[Na+].[Na+]. (2) Given the product [CH:13]1([C:9]2[N:8]=[C:7]([CH:19]=[O:20])[CH:12]=[CH:11][CH:10]=2)[CH2:15][CH2:14]1, predict the reactants needed to synthesize it. The reactants are: [Li]CCCC.Br[C:7]1[CH:12]=[CH:11][CH:10]=[C:9]([CH:13]2[CH2:15][CH2:14]2)[N:8]=1.CN([CH:19]=[O:20])C. (3) Given the product [O:15]1[C:11]2[CH:10]=[CH:9][C:8]([C:5]3([C:3]([OH:4])=[O:2])[CH2:7][CH2:6]3)=[CH:16][C:12]=2[N:13]=[CH:14]1, predict the reactants needed to synthesize it. The reactants are: C[O:2][C:3]([C:5]1([C:8]2[CH:9]=[CH:10][C:11]3[O:15][CH:14]=[N:13][C:12]=3[CH:16]=2)[CH2:7][CH2:6]1)=[O:4].[Al+3].[Cl-].[Cl-].[Cl-].O. (4) Given the product [F:1][C:2]([F:39])([F:38])[C:3]1[CH:4]=[C:5]([CH:31]=[C:32]([C:34]([F:37])([F:36])[F:35])[CH:33]=1)[CH2:6][N:7]1[CH2:14][CH2:13][CH2:12][NH:11][C:10]2[N:15]=[C:16]([N:40]3[CH2:45][CH2:44][O:43][CH2:42][CH2:41]3)[N:17]=[C:18]([C:19]3[CH:24]=[CH:23][CH:22]=[CH:21][C:20]=3[CH3:25])[C:9]=2[C:8]1=[O:30], predict the reactants needed to synthesize it. The reactants are: [F:1][C:2]([F:39])([F:38])[C:3]1[CH:4]=[C:5]([CH:31]=[C:32]([C:34]([F:37])([F:36])[F:35])[CH:33]=1)[CH2:6][N:7]1[CH2:14][CH2:13][CH2:12][NH:11][C:10]2[N:15]=[C:16](S(C)(=O)=O)[N:17]=[C:18]([C:19]3[CH:24]=[CH:23][CH:22]=[CH:21][C:20]=3[CH3:25])[C:9]=2[C:8]1=[O:30].[NH:40]1[CH2:45][CH2:44][O:43][CH2:42][CH2:41]1. (5) Given the product [Br:35][C:13]1[C:14](=[O:27])[NH:15][C:16]2[CH:17]=[C:18]([C:20]3[C:21]([CH3:26])=[N:22][O:23][C:24]=3[CH3:25])[CH:19]=[C:10]([S:7]([NH:6][CH:1]3[CH2:2][CH2:3][CH2:4][CH2:5]3)(=[O:9])=[O:8])[C:11]=2[CH:12]=1, predict the reactants needed to synthesize it. The reactants are: [CH:1]1([NH:6][S:7]([C:10]2[C:11]3[CH:12]=[CH:13][C:14](=[O:27])[NH:15][C:16]=3[CH:17]=[C:18]([C:20]3[C:21]([CH3:26])=[N:22][O:23][C:24]=3[CH3:25])[CH:19]=2)(=[O:9])=[O:8])[CH2:5][CH2:4][CH2:3][CH2:2]1.C1C(=O)N([Br:35])C(=O)C1. (6) The reactants are: [CH3:1][O:2][C:3](=[O:26])[CH2:4][C:5]1[CH:6]=[C:7]([C:12]2[CH:17]=[CH:16][C:15]([C:18]([F:21])([F:20])[F:19])=[CH:14][C:13]=2[CH2:22][NH:23][CH2:24][CH3:25])[C:8]([F:11])=[CH:9][CH:10]=1.[C:27](Cl)(=[O:29])[CH3:28]. Given the product [CH3:1][O:2][C:3](=[O:26])[CH2:4][C:5]1[CH:6]=[C:7]([C:12]2[CH:17]=[CH:16][C:15]([C:18]([F:19])([F:20])[F:21])=[CH:14][C:13]=2[CH2:22][N:23]([C:27](=[O:29])[CH3:28])[CH2:24][CH3:25])[C:8]([F:11])=[CH:9][CH:10]=1, predict the reactants needed to synthesize it. (7) The reactants are: [Cl:1][C:2]1[CH:7]=[CH:6][C:5]([C:8]([C:22]2[CH:27]=[CH:26][C:25]([Cl:28])=[CH:24][CH:23]=2)([C:10]2[CH:11]=[C:12]3[C:17](=[C:18]([Br:20])[CH:19]=2)[N:16]=[CH:15][CH:14]=[C:13]3[Br:21])O)=[CH:4][CH:3]=1.C([SiH](CC)CC)C.C(O)(C(F)(F)F)=O. Given the product [Cl:28][C:25]1[CH:24]=[CH:23][C:22]([CH:8]([C:5]2[CH:6]=[CH:7][C:2]([Cl:1])=[CH:3][CH:4]=2)[C:10]2[CH:11]=[C:12]3[C:17](=[C:18]([Br:20])[CH:19]=2)[N:16]=[CH:15][CH:14]=[C:13]3[Br:21])=[CH:27][CH:26]=1, predict the reactants needed to synthesize it. (8) Given the product [Cl:1][C:2]1[CH:3]=[CH:4][C:5]([C@@:8]([NH:30][C:31](=[O:32])[NH:33][C@H:34]2[CH2:38][CH2:37][CH2:36][C@H:35]2[O:39][CH2:44][CH2:43][C:42]([OH:46])=[O:45])([C:16]2[CH:21]=[C:20]([O:22][C:23]([F:27])([F:28])[CH:24]([F:26])[F:25])[CH:19]=[C:18]([F:29])[CH:17]=2)[CH2:9][C:10]2[CH:11]=[CH:12][CH:13]=[CH:14][CH:15]=2)=[N:6][CH:7]=1.[Cl:1][C:2]1[CH:3]=[CH:4][C:5]([C@@:8]([NH:30][C:31](=[O:32])[NH:33][C@H:34]2[CH2:38][CH2:37][CH2:36][C@H:35]2[O:39][CH2:44][CH2:43][C:42]([O:46][C:47]([CH3:50])([CH3:49])[CH3:48])=[O:45])([C:16]2[CH:21]=[C:20]([O:22][C:23]([F:27])([F:28])[CH:24]([F:26])[F:25])[CH:19]=[C:18]([F:29])[CH:17]=2)[CH2:9][C:10]2[CH:11]=[CH:12][CH:13]=[CH:14][CH:15]=2)=[N:6][CH:7]=1, predict the reactants needed to synthesize it. The reactants are: [Cl:1][C:2]1[CH:3]=[CH:4][C:5]([C@@:8]([NH:30][C:31]([NH:33][C@H:34]2[CH2:38][CH2:37][CH2:36][C@H:35]2[OH:39])=[O:32])([C:16]2[CH:21]=[C:20]([O:22][C:23]([F:28])([F:27])[CH:24]([F:26])[F:25])[CH:19]=[C:18]([F:29])[CH:17]=2)[CH2:9][C:10]2[CH:15]=[CH:14][CH:13]=[CH:12][CH:11]=2)=[N:6][CH:7]=1.[H-].[Na+].[C:42]([O:46][C:47]([CH3:50])([CH3:49])[CH3:48])(=[O:45])[CH:43]=[CH2:44]. (9) Given the product [C:1]([O:7][CH2:8][N:9]1[CH:20]=[C:19]([CH2:18][O:21][C:22]2[CH:27]=[N:26][C:25]([N:28]3[CH:32]=[N:31][N:30]=[N:29]3)=[CH:24][CH:23]=2)[N:11]=[N:10]1)(=[O:6])[C:2]([CH3:5])([CH3:4])[CH3:3], predict the reactants needed to synthesize it. The reactants are: [C:1]([O:7][CH2:8][N:9]=[N+:10]=[N-:11])(=[O:6])[C:2]([CH3:5])([CH3:4])[CH3:3].O.C(O)(C)(C)C.[CH2:18]([O:21][C:22]1[CH:23]=[CH:24][C:25]([N:28]2[CH:32]=[N:31][N:30]=[N:29]2)=[N:26][CH:27]=1)[C:19]#[CH:20].O=C1O[C@H]([C@H](CO)O)C([O-])=C1O.[Na+]. (10) Given the product [C:1]([O:5][C:6]([N:8]1[CH2:13][CH2:12][CH2:11][CH:10]([CH2:14][O:15][C:16]2[CH:25]=[C:24]([O:26][CH2:27][CH2:28][F:29])[CH:23]=[CH:22][C:17]=2[C:18]([OH:20])=[O:19])[CH2:9]1)=[O:7])([CH3:4])([CH3:3])[CH3:2], predict the reactants needed to synthesize it. The reactants are: [C:1]([O:5][C:6]([N:8]1[CH2:13][CH2:12][CH2:11][CH:10]([CH2:14][O:15][C:16]2[CH:25]=[C:24]([O:26][CH2:27][CH2:28][F:29])[CH:23]=[CH:22][C:17]=2[C:18]([O:20]C)=[O:19])[CH2:9]1)=[O:7])([CH3:4])([CH3:3])[CH3:2].O[Li].O.O.